From a dataset of Full USPTO retrosynthesis dataset with 1.9M reactions from patents (1976-2016). Predict the reactants needed to synthesize the given product. (1) Given the product [CH3:1][O:2][C:3]([C:5]1[N:6]([C:19]([O:21][C:22]([CH3:25])([CH3:24])[CH3:23])=[O:20])[C:7]2[C:12]([CH:13]=1)=[CH:11][C:10]([CH2:14][O:29][C:26](=[O:28])[CH3:27])=[CH:9][C:8]=2[N+:16]([O-:18])=[O:17])=[O:4], predict the reactants needed to synthesize it. The reactants are: [CH3:1][O:2][C:3]([C:5]1[N:6]([C:19]([O:21][C:22]([CH3:25])([CH3:24])[CH3:23])=[O:20])[C:7]2[C:12]([CH:13]=1)=[CH:11][C:10]([CH2:14]Br)=[CH:9][C:8]=2[N+:16]([O-:18])=[O:17])=[O:4].[C:26]([O-:29])(=[O:28])[CH3:27].[Na+]. (2) Given the product [NH2:21][CH2:20][CH2:19][CH:16]1[CH2:17][CH2:18][N:13]([C:10]2[C:11]3[S:12][C:4]([C:1]([NH2:2])=[O:3])=[CH:5][C:6]=3[N:7]=[C:8]([CH3:29])[N:9]=2)[CH2:14][CH2:15]1, predict the reactants needed to synthesize it. The reactants are: [C:1]([C:4]1[S:12][C:11]2[C:10]([N:13]3[CH2:18][CH2:17][CH:16]([CH2:19][CH2:20][NH:21]C(=O)OC(C)(C)C)[CH2:15][CH2:14]3)=[N:9][C:8]([CH3:29])=[N:7][C:6]=2[CH:5]=1)(=[O:3])[NH2:2].